This data is from Peptide-MHC class I binding affinity with 185,985 pairs from IEDB/IMGT. The task is: Regression. Given a peptide amino acid sequence and an MHC pseudo amino acid sequence, predict their binding affinity value. This is MHC class I binding data. (1) The peptide sequence is HQAIISDVL. The MHC is HLA-A01:01 with pseudo-sequence HLA-A01:01. The binding affinity (normalized) is 0.0847. (2) The peptide sequence is HQAIISDVL. The MHC is HLA-B07:02 with pseudo-sequence HLA-B07:02. The binding affinity (normalized) is 0.0847. (3) The peptide sequence is LLLKERGLK. The MHC is HLA-A03:01 with pseudo-sequence HLA-A03:01. The binding affinity (normalized) is 0.686. (4) The peptide sequence is SIILEFFLIV. The MHC is HLA-A02:06 with pseudo-sequence HLA-A02:06. The binding affinity (normalized) is 0.651. (5) The peptide sequence is ILLLSVYGIY. The MHC is Mamu-B17 with pseudo-sequence Mamu-B17. The binding affinity (normalized) is 0. (6) The peptide sequence is PSAMLSAIY. The MHC is Mamu-A01 with pseudo-sequence Mamu-A01. The binding affinity (normalized) is 0. (7) The peptide sequence is AYISSEATTPV. The MHC is Mamu-B03 with pseudo-sequence Mamu-B03. The binding affinity (normalized) is 0.